From a dataset of Reaction yield outcomes from USPTO patents with 853,638 reactions. Predict the reaction yield, written as a fraction of the theoretical maximum amount of product (1.0 means a 100% yield; for example, 0.34 means a 34% yield). (1) The reactants are [F:1][C:2]([F:20])([F:19])[C:3]1[CH:18]=[CH:17][C:6]([O:7][C:8]2[CH:16]=[CH:15][C:11]([C:12]([OH:14])=O)=[CH:10][CH:9]=2)=[CH:5][CH:4]=1.[NH2:21][CH2:22][C:23]([OH:25])=[O:24]. No catalyst specified. The product is [F:19][C:2]([F:1])([F:20])[C:3]1[CH:4]=[CH:5][C:6]([O:7][C:8]2[CH:9]=[CH:10][C:11]([C:12]([NH:21][CH2:22][C:23]([OH:25])=[O:24])=[O:14])=[CH:15][CH:16]=2)=[CH:17][CH:18]=1. The yield is 0.990. (2) The reactants are Br[CH2:2][C:3]1[CH:4]=[C:5]([CH:8]=[CH:9][C:10]=1[Cl:11])[C:6]#[N:7].[C:12]([O-:15])(=[S:14])[CH3:13].[K+]. The catalyst is CC(C)=O. The product is [C:12]([S:14][CH2:2][C:3]1[CH:4]=[C:5]([CH:8]=[CH:9][C:10]=1[Cl:11])[C:6]#[N:7])(=[O:15])[CH3:13]. The yield is 0.850. (3) The reactants are C(O[C:6]([NH:8][CH2:9][CH2:10][CH2:11][C:12]1[C:13]([C:24]2[CH:29]=[CH:28][N:27]=[CH:26][CH:25]=2)=[C:14]([C:17]2[CH:22]=[CH:21][C:20]([F:23])=[CH:19][CH:18]=2)[NH:15][CH:16]=1)=O)(C)(C)C.[H-].[Al+3].[Li+].[H-].[H-].[H-]. The catalyst is O1CCCC1. The product is [F:23][C:20]1[CH:19]=[CH:18][C:17]([C:14]2[NH:15][CH:16]=[C:12]([CH2:11][CH2:10][CH2:9][NH:8][CH3:6])[C:13]=2[C:24]2[CH:29]=[CH:28][N:27]=[CH:26][CH:25]=2)=[CH:22][CH:21]=1. The yield is 0.960. (4) The reactants are [F:1][CH:2]([F:13])[C:3]1[N:8]=[CH:7][C:6]([C@@H:9]([OH:12])[CH2:10][OH:11])=[CH:5][CH:4]=1.[Si:14](Cl)([C:17]([CH3:20])([CH3:19])[CH3:18])([CH3:16])[CH3:15].N1C=CN=C1.O. The catalyst is C(Cl)Cl. The product is [Si:14]([O:11][CH2:10][C@@H:9]([C:6]1[CH:7]=[N:8][C:3]([CH:2]([F:1])[F:13])=[CH:4][CH:5]=1)[OH:12])([C:17]([CH3:20])([CH3:19])[CH3:18])([CH3:16])[CH3:15]. The yield is 0.750. (5) The reactants are [C:1]([N:18]1[CH2:24][CH2:23][CH2:22][C@H:19]1[CH2:20][OH:21])([O:3][CH2:4][CH:5]1[C:17]2[C:12](=[CH:13][CH:14]=[CH:15][CH:16]=2)[C:11]2[C:6]1=[CH:7][CH:8]=[CH:9][CH:10]=2)=[O:2].[CH3:25][O:26][C:27]1[CH:48]=[CH:47][C:30]([C:31](Cl)([C:40]2[CH:45]=[CH:44][CH:43]=[CH:42][CH:41]=2)[C:32]2[CH:37]=[CH:36][C:35]([O:38][CH3:39])=[CH:34][CH:33]=2)=[CH:29][CH:28]=1.C(Cl)(Cl)Cl.CO. The catalyst is N1C=CC=CC=1. The product is [C:1]([C:31]([C:40]1[CH:45]=[CH:44][CH:43]=[CH:42][CH:41]=1)([C:32]1[CH:37]=[CH:36][C:35]([O:38][CH3:39])=[CH:34][CH:33]=1)[C:30]1[CH:29]=[CH:28][C:27]([O:26][CH3:25])=[CH:48][CH:47]=1)([O:3][CH2:4][CH:5]1[C:6]2[C:11](=[CH:10][CH:9]=[CH:8][CH:7]=2)[C:12]2[C:17]1=[CH:16][CH:15]=[CH:14][CH:13]=2)=[O:2].[NH:18]1[CH2:24][CH2:23][CH2:22][C@H:19]1[CH2:20][OH:21]. The yield is 0.740. (6) The reactants are Cl.[CH3:2][NH:3][OH:4].[CH3:5][O-:6].[Na+].[Br:8][C:9]1[CH:10]=[C:11]2C(=[CH:17][CH:18]=1)O[CH:14]([CH:19]1[CH2:24][CH2:23][CH2:22][O:21][CH2:20]1)[CH2:13]/[C:12]/2=[N:25]\[C:26]#[N:27]. The catalyst is CO. The product is [Br:8][C:9]1[CH:10]=[C:11]2[C:12]3([O:4][N:3]([CH3:2])[C:26]([NH2:27])=[N:25]3)[CH2:13][CH:14]([CH:19]3[CH2:24][CH2:23][CH2:22][O:21][CH2:20]3)[O:6][C:5]2=[CH:17][CH:18]=1. The yield is 0.100. (7) The reactants are [CH2:1]([O:3][C:4](=[O:20])[C:5]1[CH:17]=[C:16]([CH2:18][OH:19])[CH:15]=[C:7]([C:8]([N:10]([CH3:14])[CH2:11][CH2:12][CH3:13])=[O:9])[CH:6]=1)[CH3:2].CC(OI1(OC(C)=O)(OC(C)=O)OC(=O)C2C=CC=CC1=2)=O.C(OCC)C.C(=O)(O)[O-].[Na+]. The catalyst is ClCCl. The product is [CH2:1]([O:3][C:4](=[O:20])[C:5]1[CH:17]=[C:16]([CH:18]=[O:19])[CH:15]=[C:7]([C:8]([N:10]([CH3:14])[CH2:11][CH2:12][CH3:13])=[O:9])[CH:6]=1)[CH3:2]. The yield is 0.910.